Predict which catalyst facilitates the given reaction. From a dataset of Catalyst prediction with 721,799 reactions and 888 catalyst types from USPTO. (1) Reactant: [H-].[Na+].[C:3]([O:7][C:8]([N:10]1[CH2:14][C@@H:13]([OH:15])[CH2:12][C@H:11]1[C:16]([OH:18])=[O:17])=[O:9])([CH3:6])([CH3:5])[CH3:4].Br[CH2:20][C:21]1[CH:30]=[CH:29][C:24]([C:25]([O:27][CH3:28])=[O:26])=[CH:23][CH:22]=1. Product: [C:3]([O:7][C:8]([N:10]1[CH2:14][C@@H:13]([O:15][CH2:20][C:21]2[CH:22]=[CH:23][C:24]([C:25]([O:27][CH3:28])=[O:26])=[CH:29][CH:30]=2)[CH2:12][C@H:11]1[C:16]([OH:18])=[O:17])=[O:9])([CH3:6])([CH3:4])[CH3:5]. The catalyst class is: 3. (2) Reactant: [F:1][C:2]1[CH:3]=[C:4]2[C:8](=[CH:9][CH:10]=1)[NH:7][C:6]([C:11]([O:13][CH2:14][CH3:15])=[O:12])=[CH:5]2.[Cl:16]N1C(=O)CCC1=O. Product: [Cl:16][C:5]1[C:4]2[C:8](=[CH:9][CH:10]=[C:2]([F:1])[CH:3]=2)[NH:7][C:6]=1[C:11]([O:13][CH2:14][CH3:15])=[O:12]. The catalyst class is: 42.